This data is from Catalyst prediction with 721,799 reactions and 888 catalyst types from USPTO. The task is: Predict which catalyst facilitates the given reaction. Reactant: [NH:1]([CH2:5][CH2:6][OH:7])[CH2:2][CH2:3][OH:4].[CH:8]([CH:20]1[CH2:25][C:24](=[O:26])[O:23][C:21]1=[O:22])=[CH:9][CH2:10][CH2:11][CH2:12][CH2:13][CH2:14][CH2:15]CCCC.O. Product: [OH:4][CH2:3][CH2:2][N:1]([CH2:5][CH2:6][OH:7])[C:24](=[O:26])[CH2:25][CH:20]([CH:8]=[CH:9][CH2:10][CH2:11][CH2:12][CH2:13][CH2:14][CH3:15])[C:21]([OH:23])=[O:22]. The catalyst class is: 11.